This data is from Full USPTO retrosynthesis dataset with 1.9M reactions from patents (1976-2016). The task is: Predict the reactants needed to synthesize the given product. (1) Given the product [CH3:20][O:21][C:22]1[CH:27]=[CH:26][C:25]([CH3:28])=[CH:24][C:23]=1[NH:29][C:30](=[O:31])[NH:1][C:2]1[CH:3]=[CH:4][C:5]([C:8]2[C:16]3[C:11](=[CH:12][N:13]=[CH:14][CH:15]=3)[NH:10][C:9]=2[C:17]([NH2:19])=[O:18])=[CH:6][CH:7]=1, predict the reactants needed to synthesize it. The reactants are: [NH2:1][C:2]1[CH:7]=[CH:6][C:5]([C:8]2[C:16]3[C:11](=[CH:12][N:13]=[CH:14][CH:15]=3)[NH:10][C:9]=2[C:17]([NH2:19])=[O:18])=[CH:4][CH:3]=1.[CH3:20][O:21][C:22]1[CH:27]=[CH:26][C:25]([CH3:28])=[CH:24][C:23]=1[N:29]=[C:30]=[O:31]. (2) Given the product [CH2:1]([N:8]1[CH2:14][CH2:13][CH2:12][C:11]2([C:16]3[CH:21]=[CH:20][CH:19]=[CH:18][C:17]=3[CH2:22][O:15]2)[CH2:10][CH2:9]1)[C:2]1[CH:7]=[CH:6][CH:5]=[CH:4][CH:3]=1, predict the reactants needed to synthesize it. The reactants are: [CH2:1]([N:8]1[CH2:14][CH2:13][CH2:12][C:11]([C:16]2[CH:21]=[CH:20][CH:19]=[CH:18][C:17]=2[CH2:22]O)([OH:15])[CH2:10][CH2:9]1)[C:2]1[CH:7]=[CH:6][CH:5]=[CH:4][CH:3]=1.C(N(CC)CC)C.CS(Cl)(=O)=O. (3) Given the product [F:1][C:2]1[CH:3]=[CH:4][C:5]([S:8]([N:11]([CH3:17])[C:12](=[CH2:16])[C:13]([NH:45][CH2:44][C:42]2[CH:41]=[CH:40][N:39]=[C:38]([C:35]3[CH:34]=[CH:33][C:32]([O:31][C:30]([F:47])([F:29])[F:46])=[CH:37][CH:36]=3)[CH:43]=2)=[O:15])(=[O:9])=[O:10])=[CH:6][CH:7]=1, predict the reactants needed to synthesize it. The reactants are: [F:1][C:2]1[CH:7]=[CH:6][C:5]([S:8]([N:11]([CH3:17])[C:12](=[CH2:16])[C:13]([OH:15])=O)(=[O:10])=[O:9])=[CH:4][CH:3]=1.CCOC(OC(OCC)=O)=O.[F:29][C:30]([F:47])([F:46])[O:31][C:32]1[CH:37]=[CH:36][C:35]([C:38]2[CH:43]=[C:42]([CH2:44][NH2:45])[CH:41]=[CH:40][N:39]=2)=[CH:34][CH:33]=1. (4) Given the product [Br:12][C:13]1[CH:14]=[CH:15][C:16]2=[N:19][O:20][C:9]([C:3]3[CH:4]=[CH:5][CH:6]=[CH:7][CH:8]=3)=[C:10]2[CH:18]=1, predict the reactants needed to synthesize it. The reactants are: [OH-].[K+].[C:3]1([CH2:9][C:10]#N)[CH:8]=[CH:7][CH:6]=[CH:5][CH:4]=1.[Br:12][C:13]1[CH:18]=C[C:16]([N+:19]([O-])=[O:20])=[CH:15][CH:14]=1.O1CCCC1. (5) Given the product [CH2:1]([O:8][C:9]1[C:14]([CH3:15])=[CH:13][C:12]([C:16]2[NH:25][C:24](=[O:26])[C:23]3[C:18](=[CH:19][C:20]([O:35][CH3:34])=[CH:21][C:22]=3[O:27][CH2:28][CH2:29][O:30][CH3:31])[N:17]=2)=[CH:11][C:10]=1[CH3:33])[C:2]1[CH:7]=[CH:6][CH:5]=[CH:4][CH:3]=1, predict the reactants needed to synthesize it. The reactants are: [CH2:1]([O:8][C:9]1[C:14]([CH3:15])=[CH:13][C:12]([C:16]2[NH:25][C:24](=[O:26])[C:23]3[C:18](=[CH:19][C:20](F)=[CH:21][C:22]=3[O:27][CH2:28][CH2:29][O:30][CH3:31])[N:17]=2)=[CH:11][C:10]=1[CH3:33])[C:2]1[CH:7]=[CH:6][CH:5]=[CH:4][CH:3]=1.[CH3:34][O-:35].[Na+].CO.O. (6) Given the product [F:1][C:2]1([F:26])[C:8]([CH3:10])([CH3:9])[O:7][CH2:6][C:5](=[S:36])[NH:4][C@@:3]1([C:13]1[CH:18]=[C:17]([CH:19]2[CH2:24][CH2:23][O:22][CH2:21][CH2:20]2)[CH:16]=[CH:15][C:14]=1[F:25])[CH3:12], predict the reactants needed to synthesize it. The reactants are: [F:1][C:2]1([F:26])[C:8]([CH3:10])([CH3:9])[O:7][CH2:6][C:5](=O)[NH:4][C@@:3]1([C:13]1[CH:18]=[C:17]([CH:19]2[CH2:24][CH2:23][O:22][CH2:21][CH2:20]2)[CH:16]=[CH:15][C:14]=1[F:25])[CH3:12].COC1C=CC(P2(SP(C3C=CC(OC)=CC=3)(=S)S2)=[S:36])=CC=1.